This data is from Full USPTO retrosynthesis dataset with 1.9M reactions from patents (1976-2016). The task is: Predict the reactants needed to synthesize the given product. (1) Given the product [C:12]1([N:5]2[C:6]3[N:7]=[CH:8][CH:9]=[CH:10][C:11]=3[C:2]3[NH:30][N:31]=[C:19]([CH2:20][CH2:21][C:22]4[CH:27]=[CH:26][N:25]=[CH:24][CH:23]=4)[C:3]=3[C:4]2=[O:18])[CH:17]=[CH:16][CH:15]=[CH:14][CH:13]=1, predict the reactants needed to synthesize it. The reactants are: O[C:2]1[C:11]2[C:6](=[N:7][CH:8]=[CH:9][CH:10]=2)[N:5]([C:12]2[CH:17]=[CH:16][CH:15]=[CH:14][CH:13]=2)[C:4](=[O:18])[C:3]=1[C:19](=O)[CH2:20][CH2:21][C:22]1[CH:27]=[CH:26][N:25]=[CH:24][CH:23]=1.O.[NH2:30][NH2:31]. (2) Given the product [CH3:1][O:2][C:3]1[CH:4]=[C:5]2[C:8](=[CH:9][C:10]=1[O:11][CH3:12])[C@@H:7]([CH2:13][NH:14][CH:15]1[CH2:19][CH2:18][CH2:17][CH2:16]1)[CH2:6]2, predict the reactants needed to synthesize it. The reactants are: [CH3:1][O:2][C:3]1[CH:4]=[C:5]2[C:8](=[CH:9][C:10]=1[O:11][CH3:12])[C@@H:7]([CH2:13][NH2:14])[CH2:6]2.[C:15]1(=O)[CH2:19][CH2:18][CH2:17][CH2:16]1.C(O[BH-](OC(=O)C)OC(=O)C)(=O)C.[Na+].C(O)(=O)C.[OH-].[Na+]. (3) The reactants are: [Br:1][C:2]1[CH:3]=[C:4]([CH:8]([O:10][Si:11]([C:14]([CH3:17])([CH3:16])[CH3:15])([CH3:13])[CH3:12])[CH3:9])[CH:5]=[CH:6][CH:7]=1.[CH3:18][C:19]1([CH3:35])[C:23]([CH3:25])([CH3:24])[O:22][B:21]([B:21]2[O:22][C:23]([CH3:25])([CH3:24])[C:19]([CH3:35])([CH3:18])[O:20]2)[O:20]1.C(C1C=CN=C(C2C=C(C(C)(C)C)C=CN=2)C=1)(C)(C)C. Given the product [Br:1][C:2]1[CH:3]=[C:4]([CH:8]([O:10][Si:11]([C:14]([CH3:16])([CH3:15])[CH3:17])([CH3:13])[CH3:12])[CH3:9])[CH:5]=[C:6]([B:21]2[O:22][C:23]([CH3:25])([CH3:24])[C:19]([CH3:35])([CH3:18])[O:20]2)[CH:7]=1, predict the reactants needed to synthesize it. (4) Given the product [ClH:16].[ClH:16].[CH3:1][N:2]1[CH2:7][CH2:6][CH:5]([C:8]([C:10]2[N:15]=[CH:14][CH:13]=[CH:12][CH:11]=2)=[O:9])[CH2:4][CH2:3]1, predict the reactants needed to synthesize it. The reactants are: [CH3:1][N:2]1[CH2:7][CH2:6][CH:5]([C:8]([C:10]2[N:15]=[CH:14][CH:13]=[CH:12][CH:11]=2)=[O:9])[CH2:4][CH2:3]1.[ClH:16].C(O)C. (5) Given the product [CH3:1][O:2][N:3]=[C:4]1[C:12]2[C:7](=[C:8]([N:14]3[CH2:19][CH2:18][CH2:17][CH2:16][CH2:15]3)[CH:9]=[CH:10][CH:11]=2)[CH2:6][CH2:5]1, predict the reactants needed to synthesize it. The reactants are: [CH3:1][O:2][N:3]=[C:4]1[C:12]2[C:7](=[C:8](Br)[CH:9]=[CH:10][CH:11]=2)[CH2:6][CH2:5]1.[NH:14]1[CH2:19][CH2:18][CH2:17][CH2:16][CH2:15]1.CC(C)([O-])C.[Na+].C1C=CC(P(C2C(C3C(P(C4C=CC=CC=4)C4C=CC=CC=4)=CC=C4C=3C=CC=C4)=C3C(C=CC=C3)=CC=2)C2C=CC=CC=2)=CC=1. (6) Given the product [CH2:1]([O:8][C:9](=[O:50])[NH:10][C@H:11]([C:13](=[O:49])[NH:14][C@H:15]([C:26](=[O:48])[NH:27][C@@H:28]([CH2:41][C:42]1[CH:47]=[CH:46][CH:45]=[CH:44][CH:43]=1)[C:29]([C:31](=[O:40])[NH:32][CH2:33][C:34]1[CH:35]=[CH:36][CH:37]=[CH:38][CH:39]=1)=[O:30])[CH2:16][C:17]1[C:25]2[C:20](=[CH:21][CH:22]=[CH:23][CH:24]=2)[NH:19][CH:18]=1)[CH3:12])[C:2]1[CH:7]=[CH:6][CH:5]=[CH:4][CH:3]=1, predict the reactants needed to synthesize it. The reactants are: [CH2:1]([O:8][C:9](=[O:50])[NH:10][C@H:11]([C:13](=[O:49])[NH:14][C@H:15]([C:26](=[O:48])[NH:27][C@@H:28]([CH2:41][C:42]1[CH:47]=[CH:46][CH:45]=[CH:44][CH:43]=1)[CH:29]([C:31](=[O:40])[NH:32][CH2:33][C:34]1[CH:39]=[CH:38][CH:37]=[CH:36][CH:35]=1)[OH:30])[CH2:16][C:17]1[C:25]2[C:20](=[CH:21][CH:22]=[CH:23][CH:24]=2)[NH:19][CH:18]=1)[CH3:12])[C:2]1[CH:7]=[CH:6][CH:5]=[CH:4][CH:3]=1.CC(OI1(OC(C)=O)(OC(C)=O)OC(=O)C2C=CC=CC1=2)=O. (7) Given the product [CH3:1][O:2][C:3]1[N:8]=[CH:7][C:6]([C:9]2[O:13][C:12]([CH3:14])=[C:11]([CH:15]([NH:20][C:21]3[CH:22]=[CH:23][C:24]([C:27]([NH:29][CH2:30][CH2:31][C:32]([OH:34])=[O:33])=[O:28])=[CH:25][CH:26]=3)[CH2:16][CH:17]([CH3:19])[CH3:18])[CH:10]=2)=[CH:5][CH:4]=1, predict the reactants needed to synthesize it. The reactants are: [CH3:1][O:2][C:3]1[N:8]=[CH:7][C:6]([C:9]2[O:13][C:12]([CH3:14])=[C:11]([CH:15]([NH:20][C:21]3[CH:26]=[CH:25][C:24]([C:27]([NH:29][CH2:30][CH2:31][C:32]([O:34]CC)=[O:33])=[O:28])=[CH:23][CH:22]=3)[CH2:16][CH:17]([CH3:19])[CH3:18])[CH:10]=2)=[CH:5][CH:4]=1.O1CCCC1.[OH-].[Li+]. (8) Given the product [N+:8]([C:5]1[CH:6]=[CH:7][C:2]([N:33]2[CH2:32][CH2:31][N:30]([C:28]([O:27][CH2:20][C:21]3[CH:26]=[CH:25][CH:24]=[CH:23][CH:22]=3)=[O:29])[CH2:35][CH2:34]2)=[CH:3][CH:4]=1)([O-:10])=[O:9], predict the reactants needed to synthesize it. The reactants are: F[C:2]1[CH:7]=[CH:6][C:5]([N+:8]([O-:10])=[O:9])=[CH:4][CH:3]=1.C(N(C(C)C)C(C)C)C.[CH2:20]([O:27][C:28]([N:30]1[CH2:35][CH2:34][NH:33][CH2:32][CH2:31]1)=[O:29])[C:21]1[CH:26]=[CH:25][CH:24]=[CH:23][CH:22]=1. (9) Given the product [Cl:1][C:2]1[N:3]=[C:4]([C:9]([NH:11][C@H:12]2[CH2:17][CH2:16][N:15]([C:18]3[S:19][C:20]([C:24]([OH:26])=[O:25])=[C:21]([CH3:23])[N:22]=3)[CH2:14][C@H:13]2[O:29][CH2:30][C:31]([F:34])([F:33])[CH3:32])=[O:10])[NH:5][C:6]=1[CH2:7][CH3:8], predict the reactants needed to synthesize it. The reactants are: [Cl:1][C:2]1[N:3]=[C:4]([C:9]([NH:11][C@H:12]2[CH2:17][CH2:16][N:15]([C:18]3[S:19][C:20]([C:24]([O:26]CC)=[O:25])=[C:21]([CH3:23])[N:22]=3)[CH2:14][C@H:13]2[O:29][CH2:30][C:31]([F:34])([F:33])[CH3:32])=[O:10])[NH:5][C:6]=1[CH2:7][CH3:8].[OH-].[Li+]. (10) Given the product [CH3:17][N:18]1[CH2:19][CH2:20][C:21]2([CH2:32][C:31]3[C:26](=[N:27][CH:28]=[C:29](/[CH:33]=[CH:34]/[C:35]([N:14]4[CH2:13][CH:12]([C:4]5[O:5][C:6]6[CH:11]=[CH:10][CH:9]=[CH:8][C:7]=6[C:3]=5[CH3:2])[CH2:15]4)=[O:36])[CH:30]=3)[NH:25][C:24]2=[O:38])[CH2:22][CH2:23]1, predict the reactants needed to synthesize it. The reactants are: Cl.[CH3:2][C:3]1[C:7]2[CH:8]=[CH:9][CH:10]=[CH:11][C:6]=2[O:5][C:4]=1[CH:12]1[CH2:15][NH:14][CH2:13]1.Cl.[CH3:17][N:18]1[CH2:23][CH2:22][C:21]2([CH2:32][C:31]3[C:26](=[N:27][CH:28]=[C:29](/[CH:33]=[CH:34]/[C:35](O)=[O:36])[CH:30]=3)[NH:25][C:24]2=[O:38])[CH2:20][CH2:19]1.CCN=C=NCCCN(C)C.Cl.C1C=NC2N(O)N=NC=2C=1.C(N(CC)C(C)C)(C)C.